Dataset: Reaction yield outcomes from USPTO patents with 853,638 reactions. Task: Predict the reaction yield, written as a fraction of the theoretical maximum amount of product (1.0 means a 100% yield; for example, 0.34 means a 34% yield). (1) The reactants are [Br:1][C:2]1[S:6](=[O:8])(=[O:7])[C:5]2[CH:9]=[C:10]([O:13][CH3:14])[CH:11]=[CH:12][C:4]=2[C:3]=1Br.[Br:16][C:17]1[CH:22]=[CH:21][C:20]([OH:23])=[CH:19][CH:18]=1.C([O-])([O-])=O.[Cs+].[Cs+]. The catalyst is C1COCC1. The product is [Br:1][C:2]1[S:6](=[O:8])(=[O:7])[C:5]2[CH:9]=[C:10]([O:13][CH3:14])[CH:11]=[CH:12][C:4]=2[C:3]=1[O:23][C:20]1[CH:21]=[CH:22][C:17]([Br:16])=[CH:18][CH:19]=1. The yield is 0.980. (2) The reactants are [Br:1][C:2]1[CH:7]=[CH:6][C:5]([N:8]=[C:9](Cl)[C:10]2[CH:15]=[CH:14][C:13]([Cl:16])=[CH:12][C:11]=2[Cl:17])=[CH:4][CH:3]=1.C([O:21][C:22]([C:24]1[N:25]=[CH:26][N:27]([C:30]2[CH:35]=[CH:34][CH:33]=[CH:32][CH:31]=2)[C:28]=1[NH2:29])=O)C. The catalyst is ClCCCl.[Ti](Cl)(Cl)(Cl)Cl. The product is [Br:1][C:2]1[CH:7]=[CH:6][C:5]([N:8]2[C:22](=[O:21])[C:24]3[N:25]=[CH:26][N:27]([C:30]4[CH:31]=[CH:32][CH:33]=[CH:34][CH:35]=4)[C:28]=3[N:29]=[C:9]2[C:10]2[CH:15]=[CH:14][C:13]([Cl:16])=[CH:12][C:11]=2[Cl:17])=[CH:4][CH:3]=1. The yield is 0.360.